Dataset: Reaction yield outcomes from USPTO patents with 853,638 reactions. Task: Predict the reaction yield, written as a fraction of the theoretical maximum amount of product (1.0 means a 100% yield; for example, 0.34 means a 34% yield). (1) The reactants are [CH3:1][C:2]([C:4]1[CH:9]=[CH:8][C:7]([OH:10])=[C:6]([O:11][CH3:12])[CH:5]=1)=[O:3].[CH2:13](Br)[C:14]1[CH:19]=[CH:18][CH:17]=[CH:16][CH:15]=1.C(=O)([O-])[O-].[K+].[K+]. The catalyst is CN(C=O)C. The product is [CH2:13]([O:10][C:7]1[CH:8]=[CH:9][C:4]([C:2](=[O:3])[CH3:1])=[CH:5][C:6]=1[O:11][CH3:12])[C:14]1[CH:19]=[CH:18][CH:17]=[CH:16][CH:15]=1. The yield is 0.990. (2) The reactants are C(Cl)CCl.[C:5]([O:9][C:10]([N:12]1[C@H:17]2[CH2:18][CH2:19][C@@H:13]1[CH2:14][CH:15]([C:20](O)=[O:21])[CH2:16]2)=[O:11])([CH3:8])([CH3:7])[CH3:6].Cl.[CH3:24][NH:25][O:26][CH3:27].C(N(CC)CC)C. The catalyst is CN(C1C=CN=CC=1)C.ClCCl.O. The product is [CH3:27][O:26][N:25]([CH3:24])[C:20]([CH:15]1[CH2:16][CH:17]2[N:12]([C:10]([O:9][C:5]([CH3:6])([CH3:7])[CH3:8])=[O:11])[CH:13]([CH2:19][CH2:18]2)[CH2:14]1)=[O:21]. The yield is 0.730. (3) The reactants are [CH3:1][O:2][C:3]1[CH:4]=[C:5]2[C:10](=[CH:11][C:12]=1[O:13][CH3:14])[N:9]=[CH:8][N:7]=[C:6]2[O:15][C:16]1[CH:17]=[C:18]([CH:20]=[CH:21][CH:22]=1)[NH2:19].[C:23]([C:27]1[CH:31]=[C:30]([NH:32][C:33](=O)[O-:34])[N:29]([C:36]2[CH:41]=[CH:40][N:39]=[C:38]([CH3:42])[CH:37]=2)[N:28]=1)([CH3:26])([CH3:25])[CH3:24]. The catalyst is C1COCC1.CN(C1C=CN=CC=1)C. The product is [C:23]([C:27]1[CH:31]=[C:30]([NH:32][C:33]([NH:19][C:18]2[CH:20]=[CH:21][CH:22]=[C:16]([O:15][C:6]3[C:5]4[C:10](=[CH:11][C:12]([O:13][CH3:14])=[C:3]([O:2][CH3:1])[CH:4]=4)[N:9]=[CH:8][N:7]=3)[CH:17]=2)=[O:34])[N:29]([C:36]2[CH:41]=[CH:40][N:39]=[C:38]([CH3:42])[CH:37]=2)[N:28]=1)([CH3:26])([CH3:25])[CH3:24]. The yield is 0.390. (4) The reactants are BrC1C(N2CCN(C(NC3C=CC=CC=3)=O)CC2)=C2N=C(C3C=CC(N(C)C)=CC=3)NC2=NC=1.[Br:35][C:36]1[C:37]([N:46]2[CH2:51][CH2:50][N:49]([CH:52]([C:54]3[CH:59]=[CH:58][CH:57]=[CH:56][N:55]=3)[CH3:53])[CH2:48][CH2:47]2)=[C:38]([N+:43]([O-])=O)[C:39]([NH2:42])=[N:40][CH:41]=1.[O-]S(S([O-])=O)=O.[Na+].[Na+].[CH3:68][O:69][C:70]1[CH:75]=[CH:74][C:73]([CH:76]=O)=[CH:72][CH:71]=1. The catalyst is C(O)C.CN(C=O)C. The product is [Br:35][C:36]1[C:37]([N:46]2[CH2:51][CH2:50][N:49]([CH:52]([C:54]3[CH:59]=[CH:58][CH:57]=[CH:56][N:55]=3)[CH3:53])[CH2:48][CH2:47]2)=[C:38]2[N:43]=[C:76]([C:73]3[CH:74]=[CH:75][C:70]([O:69][CH3:68])=[CH:71][CH:72]=3)[NH:42][C:39]2=[N:40][CH:41]=1. The yield is 0.480. (5) The reactants are Cl.[C:2]1([C:20]2[CH:25]=[CH:24][CH:23]=[CH:22][CH:21]=2)[CH:7]=[CH:6][C:5]([NH:8][C:9](=[O:19])[CH2:10][C:11](=[O:18])[N:12]2[CH2:17][CH2:16][NH:15][CH2:14][CH2:13]2)=[CH:4][CH:3]=1.C([O-])([O-])=O.[K+].[K+].Br[CH2:33][C:34]1[CH:39]=[CH:38][CH:37]=[CH:36][C:35]=1[C:40]([F:43])([F:42])[F:41]. The catalyst is CN(C=O)C.O. The product is [C:2]1([C:20]2[CH:25]=[CH:24][CH:23]=[CH:22][CH:21]=2)[CH:3]=[CH:4][C:5]([NH:8][C:9](=[O:19])[CH2:10][C:11](=[O:18])[N:12]2[CH2:13][CH2:14][N:15]([CH2:33][C:34]3[CH:39]=[CH:38][CH:37]=[CH:36][C:35]=3[C:40]([F:41])([F:42])[F:43])[CH2:16][CH2:17]2)=[CH:6][CH:7]=1. The yield is 0.850.